From a dataset of Reaction yield outcomes from USPTO patents with 853,638 reactions. Predict the reaction yield, written as a fraction of the theoretical maximum amount of product (1.0 means a 100% yield; for example, 0.34 means a 34% yield). (1) The reactants are [C:1]([O-:4])([O-])=O.[K+].[K+].Cl[C:8]1[C:13](=[O:14])[N:12]([CH3:15])[CH:11]=[C:10]2[CH2:16][N:17]([CH2:20][CH2:21][C:22]3[CH:31]=[CH:30][C:29]4[C:24](=[CH:25][CH:26]=[CH:27][CH:28]=4)[N:23]=3)C(=O)[C:9]=12.[N:32]1[CH:37]=[CH:36][CH:35]=[C:34](B(O)O)[CH:33]=1.O. The catalyst is CN(C=O)C.Cl[Pd](Cl)([P](C1C=CC=CC=1)(C1C=CC=CC=1)C1C=CC=CC=1)[P](C1C=CC=CC=1)(C1C=CC=CC=1)C1C=CC=CC=1. The product is [CH3:15][N:12]1[C:13](=[O:14])[C:8]([C:34]2[CH:33]=[N:32][CH:37]=[CH:36][CH:35]=2)=[C:9]2[C:1](=[O:4])[N:17]([CH2:20][CH2:21][C:22]3[CH:31]=[CH:30][C:29]4[C:24](=[CH:25][CH:26]=[CH:27][CH:28]=4)[N:23]=3)[CH2:16][C:10]2=[CH:11]1. The yield is 0.890. (2) The reactants are C([O:3][P:4]([CH:9]=[CH:10][C:11]1([N:26]=[N+:27]=[N-:28])[CH:15]([OH:16])[CH:14]([OH:17])[CH:13]([N:18]2[CH:23]=[CH:22][C:21](=[O:24])[NH:20][C:19]2=[O:25])[O:12]1)(=[O:8])[O:5]CC)C.N1C(C)=CC=CC=1C.C[Si](Br)(C)C. The catalyst is CC#N. The product is [N:26]([C:11]1([CH:10]=[CH:9][P:4](=[O:3])([OH:8])[OH:5])[CH:15]([OH:16])[CH:14]([OH:17])[CH:13]([N:18]2[CH:23]=[CH:22][C:21](=[O:24])[NH:20][C:19]2=[O:25])[O:12]1)=[N+:27]=[N-:28]. The yield is 0.920. (3) The reactants are C(O)(C(F)(F)F)=O.[CH3:8][O:9][C:10]1[CH:11]=[C:12]([CH:35]=[CH:36][C:37]=1[O:38][CH3:39])[CH2:13][C:14]1[N:18]([C:19]2[CH:24]=[CH:23][CH:22]=[CH:21][N:20]=2)[N:17]=[C:16]([NH:25]CC2C=CC(OC)=CC=2)[N:15]=1.C([O-])(O)=O.[Na+]. The catalyst is O. The product is [CH3:8][O:9][C:10]1[CH:11]=[C:12]([CH:35]=[CH:36][C:37]=1[O:38][CH3:39])[CH2:13][C:14]1[N:18]([C:19]2[CH:24]=[CH:23][CH:22]=[CH:21][N:20]=2)[N:17]=[C:16]([NH2:25])[N:15]=1. The yield is 0.0200. (4) The reactants are Br[C:2]1[N:3]([C:9]2[CH:16]=[CH:15][C:12]([C:13]#[N:14])=[CH:11][C:10]=2[CH3:17])[C:4]([CH:7]=[O:8])=[CH:5][CH:6]=1.[CH3:18][O:19][C:20]1[CH:25]=[CH:24][C:23](B(O)O)=[CH:22][CH:21]=1.C(=O)([O-])[O-].[Na+].[Na+]. The catalyst is COCCOC.O. The product is [CH:7]([C:4]1[N:3]([C:9]2[CH:16]=[CH:15][C:12]([C:13]#[N:14])=[CH:11][C:10]=2[CH3:17])[C:2]([C:23]2[CH:24]=[CH:25][C:20]([O:19][CH3:18])=[CH:21][CH:22]=2)=[CH:6][CH:5]=1)=[O:8]. The yield is 0.570. (5) The reactants are [CH3:1][N:2]([CH3:21])[C:3]([C:5]1[C:15]([CH2:16]N(C)C)=[C:14]([OH:20])[C:8]2[N:9]=[C:10]([CH3:13])[N:11]([CH3:12])[C:7]=2[CH:6]=1)=[O:4].[Cl:22][C:23]1[CH:28]=[CH:27][CH:26]=[CH:25][C:24]=1[C:29](N1CCCC1)=[CH2:30].C[O:37]CCOC. No catalyst specified. The product is [CH3:21][N:2]([CH3:1])[C:3]([C:5]1[C:15]([CH2:16][CH2:30][C:29]([C:24]2[CH:25]=[CH:26][CH:27]=[CH:28][C:23]=2[Cl:22])=[O:37])=[C:14]([OH:20])[C:8]2[N:9]=[C:10]([CH3:13])[N:11]([CH3:12])[C:7]=2[CH:6]=1)=[O:4]. The yield is 0.450.